The task is: Predict the reaction yield, written as a fraction of the theoretical maximum amount of product (1.0 means a 100% yield; for example, 0.34 means a 34% yield).. This data is from Reaction yield outcomes from USPTO patents with 853,638 reactions. (1) The reactants are [CH3:1][O:2][C:3]1[CH:32]=[C:31]([O:33][CH3:34])[CH:30]=[CH:29][C:4]=1[CH2:5][NH:6][C:7]([CH:9]1[N:20]([C:21]2([CH2:26]O)[CH2:25][CH2:24][CH2:23][CH2:22]2)[C:13]2[N:14]=[C:15]([S:18][CH3:19])[N:16]=[CH:17][C:12]=2[C:11](=[O:28])[CH2:10]1)=[O:8].C(N(CC)CC)C.CS(Cl)(=O)=O. The catalyst is C(Cl)Cl. The product is [CH3:1][O:2][C:3]1[CH:32]=[C:31]([O:33][CH3:34])[CH:30]=[CH:29][C:4]=1[CH2:5][N:6]1[CH2:26][C:21]2([CH2:22][CH2:23][CH2:24][CH2:25]2)[N:20]2[CH:9]([CH2:10][C:11](=[O:28])[C:12]3[CH:17]=[N:16][C:15]([S:18][CH3:19])=[N:14][C:13]=32)[C:7]1=[O:8]. The yield is 0.440. (2) The reactants are Br[C:2]1[CH:6]=[CH:5][S:4][C:3]=1[C:7]1[CH:12]=[CH:11][N:10]=[C:9]2[N:13](S(C3C=CC(C)=CC=3)(=O)=O)[CH:14]=[CH:15][C:8]=12.[C:26]([NH:33][C:34]1[CH:39]=[CH:38][C:37](B(O)O)=[CH:36][CH:35]=1)([O:28][C:29]([CH3:32])([CH3:31])[CH3:30])=[O:27].O.[OH-].[Ba+2].[OH-]. The catalyst is COCCOC.C1C=CC([P]([Pd]([P](C2C=CC=CC=2)(C2C=CC=CC=2)C2C=CC=CC=2)([P](C2C=CC=CC=2)(C2C=CC=CC=2)C2C=CC=CC=2)[P](C2C=CC=CC=2)(C2C=CC=CC=2)C2C=CC=CC=2)(C2C=CC=CC=2)C2C=CC=CC=2)=CC=1. The product is [NH:13]1[C:9]2=[N:10][CH:11]=[CH:12][C:7]([C:3]3[S:4][CH:5]=[CH:6][C:2]=3[C:37]3[CH:36]=[CH:35][C:34]([NH:33][C:26](=[O:27])[O:28][C:29]([CH3:31])([CH3:30])[CH3:32])=[CH:39][CH:38]=3)=[C:8]2[CH:15]=[CH:14]1. The yield is 0.400. (3) The product is [Cl:8][C:7]1[CH:6]=[CH:5][C:4]([O:9][C:11]2[CH:16]=[CH:15][C:14]([N+:17]([O-:19])=[O:18])=[CH:13][C:12]=2[O:20][CH3:21])=[CH:3][C:2]=1[Cl:1]. The catalyst is CN(C)C=O.O. The reactants are [Cl:1][C:2]1[CH:3]=[C:4]([OH:9])[CH:5]=[CH:6][C:7]=1[Cl:8].F[C:11]1[CH:16]=[CH:15][C:14]([N+:17]([O-:19])=[O:18])=[CH:13][C:12]=1[O:20][CH3:21].C(=O)([O-])[O-].[K+].[K+]. The yield is 0.820. (4) The reactants are C([N:5]([CH2:9][CH:10](N)[CH3:11])[C:6](=[O:8])[OH:7])(C)(C)C.[CH:13]1[CH:14]=[CH:15][C:16]([NH:23][C:24]2[C:25]([Cl:31])=[CH:26][CH:27]=[CH:28][C:29]=2[Cl:30])=[C:17]([CH2:19][C:20]([OH:22])=[O:21])[CH:18]=1.CCN=C=NCCCN(C)C.Cl.C(OCC)(=O)C. The catalyst is ClCCl.CN(C1C=CN=CC=1)C. The product is [C:6]([N-:5][CH2:9][CH2:10][CH3:11])([O:7][C:17]([CH3:19])([CH3:18])[CH3:16])=[O:8].[CH:13]1[CH:14]=[CH:15][C:16]([NH:23][C:24]2[C:29]([Cl:30])=[CH:28][CH:27]=[CH:26][C:25]=2[Cl:31])=[C:17]([CH2:19][C:20]([OH:22])=[O:21])[CH:18]=1. The yield is 0.950. (5) The reactants are [NH2:1][C:2]1[CH:10]=[C:9]([O:11][CH2:12][C:13]2[CH:18]=[CH:17][CH:16]=[CH:15][CH:14]=2)[C:8]([O:19][CH3:20])=[CH:7][C:3]=1[C:4]([NH2:6])=[O:5].[CH3:21]N(C=NC=[N+](C)C)C.[Cl-].C([O-])(=O)C.[Na+].C(O)(=O)C. The catalyst is O1CCOCC1. The product is [CH2:12]([O:11][C:9]1[CH:10]=[C:2]2[C:3]([C:4](=[O:5])[NH:6][CH:21]=[N:1]2)=[CH:7][C:8]=1[O:19][CH3:20])[C:13]1[CH:14]=[CH:15][CH:16]=[CH:17][CH:18]=1. The yield is 0.840. (6) The reactants are COC(=O)C(N[C:8]([C:10]1[CH:15]=[CH:14][C:13](C2CCOCC2)=[C:12](OCC2CC2)[N:11]=1)=[O:9])(C)C.[ClH:28].[F:29][C:30]1([F:34])[CH2:33][NH:32][CH2:31]1.C1C=CC(P(C2C=CC3C(=CC=CC=3)C=2C2C3C(=CC=CC=3)C=CC=2P(C2C=CC=CC=2)C2C=CC=CC=2)C2C=CC=CC=2)=CC=1.[C:81](=[O:84])([O-])[O-].[Cs+].[Cs+]. The catalyst is C1(C)C=CC=CC=1.C1C=CC(/C=C/C(/C=C/C2C=CC=CC=2)=O)=CC=1.C1C=CC(/C=C/C(/C=C/C2C=CC=CC=2)=O)=CC=1.C1C=CC(/C=C/C(/C=C/C2C=CC=CC=2)=O)=CC=1.[Pd].[Pd]. The product is [CH3:81][O:84][C:8]([C:10]1[CH:15]=[CH:14][C:13]([N:32]2[CH2:33][C:30]([F:34])([F:29])[CH2:31]2)=[C:12]([Cl:28])[N:11]=1)=[O:9]. The yield is 0.210. (7) The reactants are [CH3:1][O:2][C:3]1[CH:4]=[C:5]([CH2:9][CH2:10][C:11]2[CH:12]=[C:13]([NH:16][C:17]([C:19]3[CH:20]=[CH:21][C:22]([C:25]([OH:27])=[O:26])=[N:23][CH:24]=3)=[O:18])[NH:14][N:15]=2)[CH:6]=[CH:7][CH:8]=1.[CH2:28](O)[CH3:29]. No catalyst specified. The product is [CH3:1][O:2][C:3]1[CH:4]=[C:5]([CH2:9][CH2:10][C:11]2[CH:12]=[C:13]([NH:16][C:17]([C:19]3[CH:20]=[CH:21][C:22]([C:25]([O:27][CH2:28][CH3:29])=[O:26])=[N:23][CH:24]=3)=[O:18])[NH:14][N:15]=2)[CH:6]=[CH:7][CH:8]=1. The yield is 0.150. (8) The reactants are Cl[C:2]1[C:11]2[N:12]=[CH:13][N:14]([C:15]3[CH:20]=[CH:19][C:18]([O:21][CH3:22])=[CH:17][CH:16]=3)[C:10]=2[C:9]2[CH:8]=[CH:7][C:6]([C:23]([F:26])([F:25])[F:24])=[CH:5][C:4]=2[N:3]=1.[NH2:27][CH2:28][CH2:29][CH2:30][OH:31]. The catalyst is O1CCOCC1.C(OCC)(=O)C. The product is [CH3:22][O:21][C:18]1[CH:19]=[CH:20][C:15]([N:14]2[C:10]3[C:9]4[CH:8]=[CH:7][C:6]([C:23]([F:26])([F:25])[F:24])=[CH:5][C:4]=4[N:3]=[C:2]([NH:27][CH2:28][CH2:29][CH2:30][OH:31])[C:11]=3[N:12]=[CH:13]2)=[CH:16][CH:17]=1. The yield is 0.850. (9) The reactants are [NH:1]1[C:5]2=[N:6][CH:7]=[C:8]([OH:10])[CH:9]=[C:4]2[CH:3]=[CH:2]1.N1C=CN=C1.[CH:16]([Si:19](Cl)([CH:23]([CH3:25])[CH3:24])[CH:20]([CH3:22])[CH3:21])([CH3:18])[CH3:17].ClCCl. The catalyst is CN(C)C=O. The product is [CH:16]([Si:19]([CH:23]([CH3:25])[CH3:24])([CH:20]([CH3:22])[CH3:21])[O:10][C:8]1[CH:9]=[C:4]2[CH:3]=[CH:2][NH:1][C:5]2=[N:6][CH:7]=1)([CH3:18])[CH3:17]. The yield is 0.400. (10) The reactants are [CH:1]1([C:4]2[CH:5]=[C:6]([N+:13]([O-])=O)[CH:7]=[C:8]3[C:12]=2[NH:11][CH:10]=[CH:9]3)[CH2:3][CH2:2]1. The catalyst is [Pd].C(O)C. The product is [CH:1]1([C:4]2[CH:5]=[C:6]([NH2:13])[CH:7]=[C:8]3[C:12]=2[NH:11][CH:10]=[CH:9]3)[CH2:3][CH2:2]1. The yield is 0.930.